This data is from Reaction yield outcomes from USPTO patents with 853,638 reactions. The task is: Predict the reaction yield, written as a fraction of the theoretical maximum amount of product (1.0 means a 100% yield; for example, 0.34 means a 34% yield). (1) The reactants are [CH3:1][O:2][C:3]1[CH:8]=[C:7]([O:9][CH3:10])[CH:6]=[CH:5][C:4]=1[CH2:11][NH:12][CH:13]([CH2:16][CH2:17][CH2:18][C:19]1[CH:24]=[CH:23][C:22]([N+:25]([O-:27])=[O:26])=[CH:21][CH:20]=1)[CH2:14][OH:15].C([O-])([O-])=O.[K+].[K+].Br[CH2:35][C:36]([O:38][C:39]([CH3:42])([CH3:41])[CH3:40])=[O:37]. The catalyst is CC#N. The product is [CH3:1][O:2][C:3]1[CH:8]=[C:7]([O:9][CH3:10])[CH:6]=[CH:5][C:4]=1[CH2:11][N:12]([CH:13]([CH2:16][CH2:17][CH2:18][C:19]1[CH:24]=[CH:23][C:22]([N+:25]([O-:27])=[O:26])=[CH:21][CH:20]=1)[CH2:14][OH:15])[CH2:35][C:36]([O:38][C:39]([CH3:42])([CH3:41])[CH3:40])=[O:37]. The yield is 0.910. (2) The reactants are [Br:1][C:2]1[CH:3]=[CH:4][C:5]([F:20])=[C:6]([CH:19]=1)[C:7]([NH:9][C:10]1[C:15]([F:16])=[CH:14][CH:13]=[C:12]([OH:17])[C:11]=1[F:18])=O. The catalyst is C1COCC1. The product is [Br:1][C:2]1[CH:3]=[CH:4][C:5]([F:20])=[C:6]([CH2:7][NH:9][C:10]2[C:11]([F:18])=[C:12]([OH:17])[CH:13]=[CH:14][C:15]=2[F:16])[CH:19]=1. The yield is 0.940. (3) The reactants are C[O:2][C:3]([C@@H:5]1[O:9][C:8](=[O:10])[N:7]([C:11]2[CH:24]=[CH:23][C:14]3[N:15]([CH3:22])[C:16](=[O:21])[C:17]([F:20])([F:19])[O:18][C:13]=3[CH:12]=2)[CH2:6]1)=O.[CH3:25][NH2:26]. The catalyst is CO. The product is [CH3:25][NH:26][C:3]([C@@H:5]1[O:9][C:8](=[O:10])[N:7]([C:11]2[CH:24]=[CH:23][C:14]3[N:15]([CH3:22])[C:16](=[O:21])[C:17]([F:20])([F:19])[O:18][C:13]=3[CH:12]=2)[CH2:6]1)=[O:2]. The yield is 0.500. (4) The catalyst is CN(C)C=O. The reactants are [H-].[Na+].C(O[C:6]([C:8]1[NH:9][C:10]2[C:15]([CH:16]=1)=[CH:14][CH:13]=[CH:12][C:11]=2[O:17][C:18]([F:21])([F:20])[F:19])=[O:7])C.C(OC([N:29]1[CH2:33][C@H:32]([CH3:34])OS1(=O)=O)=O)(C)(C)C.C(O)(=O)CC(CC(O)=O)(C(O)=O)O.C([O-])([O-])=O.[K+].[K+]. The product is [CH3:34][C@H:32]1[N:9]2[C:10]3[C:11]([O:17][C:18]([F:19])([F:20])[F:21])=[CH:12][CH:13]=[CH:14][C:15]=3[CH:16]=[C:8]2[C:6](=[O:7])[NH:29][CH2:33]1. The yield is 0.640. (5) The reactants are CC1C=CC(S([CH2:11][N+:12]#[C-:13])(=O)=O)=CC=1.[CH2:14]([O:16][C:17](=[O:27])[CH:18]=[CH:19][C:20]1[CH:25]=[CH:24][C:23]([CH3:26])=[CH:22][CH:21]=1)[CH3:15].CCOCC.CS(C)=O.[H-].[Na+]. The catalyst is CCOCC.O. The product is [CH2:14]([O:16][C:17]([C:18]1[C:19]([C:20]2[CH:21]=[CH:22][C:23]([CH3:26])=[CH:24][CH:25]=2)=[CH:13][NH:12][CH:11]=1)=[O:27])[CH3:15]. The yield is 0.740. (6) The reactants are [OH:1][CH:2]1[CH2:7][CH2:6][N:5]([C:8]([O:10][C:11]([CH3:14])([CH3:13])[CH3:12])=[O:9])[CH2:4][CH2:3]1.[F:15][C:16]1[CH:17]=[C:18](O)[CH:19]=[CH:20][CH:21]=1.C1(P(C2C=CC=CC=2)C2C=CC=CC=2)C=CC=CC=1. The catalyst is C1COCC1. The product is [F:15][C:16]1[CH:21]=[C:20]([O:1][CH:2]2[CH2:3][CH2:4][N:5]([C:8]([O:10][C:11]([CH3:14])([CH3:13])[CH3:12])=[O:9])[CH2:6][CH2:7]2)[CH:19]=[CH:18][CH:17]=1. The yield is 0.870.